From a dataset of Full USPTO retrosynthesis dataset with 1.9M reactions from patents (1976-2016). Predict the reactants needed to synthesize the given product. (1) Given the product [Cl:1][C:2]1[N:11]=[CH:10][C:9]2[N:8]([C:27]3[CH:32]=[CH:31][CH:30]=[CH:29][CH:28]=3)[C:7](=[O:12])[C@@H:6]([CH3:13])[N:5]([CH:14]3[CH2:15][CH2:16][CH2:17][CH2:18][CH2:19]3)[C:4]=2[N:3]=1, predict the reactants needed to synthesize it. The reactants are: [Cl:1][C:2]1[N:11]=[CH:10][C:9]2[NH:8][C:7](=[O:12])[C@@H:6]([CH3:13])[N:5]([CH:14]3[CH2:19][CH2:18][CH2:17][CH2:16][CH2:15]3)[C:4]=2[N:3]=1.C(N(CC)CC)C.[C:27]1(B(O)O)[CH:32]=[CH:31][CH:30]=[CH:29][CH:28]=1. (2) Given the product [O:1]1[C:5]2[CH:6]=[CH:7][CH:8]=[CH:9][C:4]=2[N:3]=[C:2]1[C:10]1[CH:15]=[CH:14][C:13]([C:16]2([C:17]#[N:18])[CH2:31][CH2:23][CH2:19]2)=[C:12]([O:20][CH3:21])[CH:11]=1, predict the reactants needed to synthesize it. The reactants are: [O:1]1[C:5]2[CH:6]=[CH:7][CH:8]=[CH:9][C:4]=2[N:3]=[C:2]1[C:10]1[CH:15]=[CH:14][C:13]([CH:16]([CH3:19])[C:17]#[N:18])=[C:12]([O:20][CH3:21])[CH:11]=1.O1C2C=CC=CC=2N=[C:23]1[C:31]1C=CC(C#N)=C(OC)C=1.BrCCCBr. (3) Given the product [Cl:1][CH2:2][C:3]1[O:4][N:9]=[C:8]([C:10]2[S:11][CH:12]=[CH:13][N:14]=2)[N:7]=1, predict the reactants needed to synthesize it. The reactants are: [Cl:1][CH2:2][C:3](Cl)=[O:4].O[NH:7][C:8]([C:10]1[S:11][CH:12]=[CH:13][N:14]=1)=[NH:9].C([O-])([O-])=O.[K+].[K+].